Dataset: Forward reaction prediction with 1.9M reactions from USPTO patents (1976-2016). Task: Predict the product of the given reaction. (1) The product is: [Cl:13][C:14]1[CH:20]=[CH:19][C:18]([C:21]([F:23])([F:24])[F:22])=[CH:17][C:15]=1[NH:16][C:8](=[O:10])[C:7]1[CH:11]=[C:3]([O:2][CH3:1])[CH:4]=[CH:5][C:6]=1[OH:12]. Given the reactants [CH3:1][O:2][C:3]1[CH:11]=[C:7]([C:8]([OH:10])=O)[C:6]([OH:12])=[CH:5][CH:4]=1.[Cl:13][C:14]1[CH:20]=[CH:19][C:18]([C:21]([F:24])([F:23])[F:22])=[CH:17][C:15]=1[NH2:16], predict the reaction product. (2) Given the reactants [NH2:1][C@H:2]([C:7]([OH:9])=[O:8])[CH2:3][CH:4]([CH3:6])[CH3:5].Cl[C:11](Cl)([O:13]C(=O)OC(Cl)(Cl)Cl)Cl, predict the reaction product. The product is: [CH3:5][CH:4]([CH2:3][CH:2]1[NH:1][C:11](=[O:13])[O:9][C:7]1=[O:8])[CH3:6]. (3) The product is: [Br:1][C:2]1[N:6]2[N:7]=[C:8]([NH:17][CH2:16][CH2:15][CH2:14][N:13]([CH3:12])[C:18]3[CH:23]=[CH:22][CH:21]=[CH:20][CH:19]=3)[CH:9]=[CH:10][C:5]2=[N:4][CH:3]=1. Given the reactants [Br:1][C:2]1[N:6]2[N:7]=[C:8](F)[CH:9]=[CH:10][C:5]2=[N:4][CH:3]=1.[CH3:12][N:13]([C:18]1[CH:23]=[CH:22][CH:21]=[CH:20][CH:19]=1)[CH2:14][CH2:15][CH2:16][NH2:17].CN(C=O)C, predict the reaction product.